This data is from Full USPTO retrosynthesis dataset with 1.9M reactions from patents (1976-2016). The task is: Predict the reactants needed to synthesize the given product. (1) Given the product [CH:20]1([N:8]([CH:2]2[CH2:3][CH2:4][CH2:5][CH2:6][CH2:7]2)[C:9]([NH:11][C:12]2[S:13][CH:14]=[C:15]([CH2:17][CH2:18][O:19][C:27]3[CH:32]=[CH:31][CH:30]=[CH:29][N:28]=3)[N:16]=2)=[O:10])[CH2:25][CH2:24][CH2:23][CH2:22][CH2:21]1, predict the reactants needed to synthesize it. The reactants are: [Na].[CH:2]1([N:8]([CH:20]2[CH2:25][CH2:24][CH2:23][CH2:22][CH2:21]2)[C:9]([NH:11][C:12]2[S:13][CH:14]=[C:15]([CH2:17][CH2:18][OH:19])[N:16]=2)=[O:10])[CH2:7][CH2:6][CH2:5][CH2:4][CH2:3]1.Br[C:27]1[CH:32]=[CH:31][CH:30]=[CH:29][N:28]=1. (2) Given the product [Cl:27][C:24]1[CH:23]=[CH:22][C:21]([C:18]2[CH:17]=[C:16]([C:14]3[N:11]=[C:9]([NH:8][C:4]4[CH:3]=[C:2]([CH3:1])[CH:7]=[CH:6][N:5]=4)[S:10][CH:13]=3)[O:20][N:19]=2)=[CH:26][CH:25]=1, predict the reactants needed to synthesize it. The reactants are: [CH3:1][C:2]1[CH:7]=[CH:6][N:5]=[C:4]([NH:8][C:9]([NH2:11])=[S:10])[CH:3]=1.Br[CH2:13][C:14]([C:16]1[O:20][N:19]=[C:18]([C:21]2[CH:26]=[CH:25][C:24]([Cl:27])=[CH:23][CH:22]=2)[CH:17]=1)=O. (3) Given the product [F:1][C:2]1[CH:3]=[CH:4][CH:5]=[C:6]2[C:11]=1[N:10]=[C:9]([C:12]1[CH:17]=[CH:16][CH:15]=[CH:14][CH:13]=1)[C:8]([CH2:18][NH2:19])=[CH:7]2, predict the reactants needed to synthesize it. The reactants are: [F:1][C:2]1[CH:3]=[CH:4][CH:5]=[C:6]2[C:11]=1[N:10]=[C:9]([C:12]1[CH:17]=[CH:16][CH:15]=[CH:14][CH:13]=1)[C:8]([CH2:18][NH:19]C(=O)C)=[CH:7]2.Cl. (4) Given the product [CH3:26][O:25][C:15]1[C:13]2[N:14]=[C:10]([NH:9][C:7](=[O:8])[C:6]3[CH:5]=[CH:4][C:3]([CH2:2][N:36]4[CH2:41][CH2:40][NH:39][CH2:38][CH2:37]4)=[CH:28][CH:27]=3)[S:11][C:12]=2[C:18]([N:19]2[CH2:24][CH2:23][O:22][CH2:21][CH2:20]2)=[CH:17][CH:16]=1, predict the reactants needed to synthesize it. The reactants are: Cl[CH2:2][C:3]1[CH:28]=[CH:27][C:6]([C:7]([NH:9][C:10]2[S:11][C:12]3[C:18]([N:19]4[CH2:24][CH2:23][O:22][CH2:21][CH2:20]4)=[CH:17][CH:16]=[C:15]([O:25][CH3:26])[C:13]=3[N:14]=2)=[O:8])=[CH:5][CH:4]=1.C([N:36]1[CH2:41][CH2:40][NH:39][CH2:38][CH2:37]1)(OC(C)(C)C)=O.C(=O)([O-])N.C(=O)([O-])[O-].[Na+].[Na+]. (5) Given the product [C:2]([C:7]1[O:11][C:10]([CH2:12][N:13]2[CH:17]=[C:16]([NH:18][C:29](=[O:30])/[CH:28]=[CH:27]/[C:21]3[CH:22]=[CH:23][C:24]([Cl:26])=[CH:25][C:20]=3[Cl:19])[CH:15]=[N:14]2)=[CH:9][CH:8]=1)(=[O:6])[CH3:1], predict the reactants needed to synthesize it. The reactants are: [CH3:1][C:2]1([C:7]2[O:11][C:10]([CH2:12][N:13]3[CH:17]=[C:16]([NH2:18])[CH:15]=[N:14]3)=[CH:9][CH:8]=2)[O:6]CCO1.[Cl:19][C:20]1[CH:25]=[C:24]([Cl:26])[CH:23]=[CH:22][C:21]=1/[CH:27]=[CH:28]/[C:29](O)=[O:30].